Dataset: Forward reaction prediction with 1.9M reactions from USPTO patents (1976-2016). Task: Predict the product of the given reaction. (1) Given the reactants [Br:1][C:2]1[C:6]2[N:7]=[C:8]([C:17]3[C:22]([F:23])=[CH:21][CH:20]=[CH:19][C:18]=3[F:24])[C:9]3[CH:10]=[C:11]([CH:15]=C)[CH:12]=[CH:13][C:14]=3[C:5]=2[NH:4][N:3]=1.O.I([O-])(=O)(=O)=[O:27].[Na+], predict the reaction product. The product is: [Br:1][C:2]1[C:6]2[N:7]=[C:8]([C:17]3[C:22]([F:23])=[CH:21][CH:20]=[CH:19][C:18]=3[F:24])[C:9]3[CH:10]=[C:11]([CH:15]=[O:27])[CH:12]=[CH:13][C:14]=3[C:5]=2[NH:4][N:3]=1. (2) The product is: [OH:35][C:31]1([C:2]2[C:12]3[O:11][CH2:10][CH2:9][N:8]([C:13]([O:15][C:16]([CH3:19])([CH3:18])[CH3:17])=[O:14])[CH2:7][C:6]=3[CH:5]=[CH:4][CH:3]=2)[CH2:34][CH2:33][CH2:32]1. Given the reactants Br[C:2]1[C:12]2[O:11][CH2:10][CH2:9][N:8]([C:13]([O:15][C:16]([CH3:19])([CH3:18])[CH3:17])=[O:14])[CH2:7][C:6]=2[CH:5]=[CH:4][CH:3]=1.C([Li])CCC.CCCCCC.[C:31]1(=[O:35])[CH2:34][CH2:33][CH2:32]1.[Cl-].[NH4+], predict the reaction product. (3) Given the reactants C[O:2][CH:3](OC)[C:4]1[CH:5]=[N:6][CH:7]=[C:8]([C:10]([CH3:12])=[CH2:11])[CH:9]=1.C(O)(C(F)(F)F)=O, predict the reaction product. The product is: [CH2:11]=[C:10]([C:8]1[CH:7]=[N:6][CH:5]=[C:4]([CH:9]=1)[CH:3]=[O:2])[CH3:12]. (4) Given the reactants [Cl:1][C:2]1[N:3]=[C:4](Cl)[C:5]2[CH:10]=[CH:9][NH:8][C:6]=2[N:7]=1.CC1(C)C(C)(C)OB([C:20]2[CH:21]=[C:22]([CH2:26][C:27]#[N:28])[CH:23]=[CH:24][CH:25]=2)O1.C([O-])([O-])=O.[Na+].[Na+], predict the reaction product. The product is: [Cl:1][C:2]1[N:3]=[C:4]([C:20]2[CH:21]=[C:22]([CH2:26][C:27]#[N:28])[CH:23]=[CH:24][CH:25]=2)[C:5]2[CH:10]=[CH:9][NH:8][C:6]=2[N:7]=1. (5) Given the reactants [C:1]([O:5][C:6]([N:8]1[CH2:13][CH2:12][CH:11]([CH2:14][CH2:15][C:16]([N:18]2[CH2:23][CH2:22][CH2:21][C@@H:20]([C:24](=[O:42])[NH:25][C@H:26]([C:35]3[CH:40]=[CH:39][C:38]([OH:41])=[CH:37][CH:36]=3)[CH2:27][C:28]([O:30][C:31]([CH3:34])([CH3:33])[CH3:32])=[O:29])[CH2:19]2)=[O:17])[CH2:10][CH2:9]1)=[O:7])([CH3:4])([CH3:3])[CH3:2].C(=O)([O-])[O-].[Cs+].[Cs+].[C:49]1([CH3:72])[CH:54]=[CH:53][C:52]([S:55]([O:58][CH2:59][CH2:60]OS(C2C=CC(C)=CC=2)(=O)=O)(=[O:57])=[O:56])=[CH:51][CH:50]=1, predict the reaction product. The product is: [C:31]([O:30][C:28](=[O:29])[CH2:27][C@H:26]([NH:25][C:24]([C@@H:20]1[CH2:21][CH2:22][CH2:23][N:18]([C:16](=[O:17])[CH2:15][CH2:14][CH:11]2[CH2:10][CH2:9][N:8]([C:6]([O:5][C:1]([CH3:2])([CH3:3])[CH3:4])=[O:7])[CH2:13][CH2:12]2)[CH2:19]1)=[O:42])[C:35]1[CH:40]=[CH:39][C:38]([O:41][CH2:60][CH2:59][O:58][S:55]([C:52]2[CH:53]=[CH:54][C:49]([CH3:72])=[CH:50][CH:51]=2)(=[O:57])=[O:56])=[CH:37][CH:36]=1)([CH3:32])([CH3:33])[CH3:34].